Task: Predict the reactants needed to synthesize the given product.. Dataset: Full USPTO retrosynthesis dataset with 1.9M reactions from patents (1976-2016) (1) Given the product [C:1]1([C:7]2[C:16]3[C:11](=[CH:12][CH:13]=[CH:14][CH:15]=3)[N:10]=[C:9]([C:17]3[CH:18]=[CH:19][C:20]([O:23][CH2:31][C:32]([NH2:34])=[O:33])=[CH:21][CH:22]=3)[CH:8]=2)[CH:6]=[CH:5][CH:4]=[CH:3][CH:2]=1, predict the reactants needed to synthesize it. The reactants are: [C:1]1([C:7]2[C:16]3[C:11](=[CH:12][CH:13]=[CH:14][CH:15]=3)[N:10]=[C:9]([C:17]3[CH:22]=[CH:21][C:20]([OH:23])=[CH:19][CH:18]=3)[CH:8]=2)[CH:6]=[CH:5][CH:4]=[CH:3][CH:2]=1.C([O-])([O-])=O.[K+].[K+].Cl[CH2:31][C:32]([NH2:34])=[O:33]. (2) Given the product [NH2:1][C:2]1[CH:10]=[C:9]([S:11]([F:16])([F:15])([F:14])([F:13])[F:12])[CH:8]=[CH:7][C:3]=1[C:4]([N:19]([O:20][CH3:21])[CH3:18])=[O:5], predict the reactants needed to synthesize it. The reactants are: [NH2:1][C:2]1[CH:10]=[C:9]([S:11]([F:16])([F:15])([F:14])([F:13])[F:12])[CH:8]=[CH:7][C:3]=1[C:4](O)=[O:5].Cl.[CH3:18][NH:19][O:20][CH3:21]. (3) Given the product [ClH:53].[CH3:3][C:4]1([CH3:52])[C:8](=[O:9])[N:7]([C@@H:10]([CH2:27][CH:28]2[CH2:30][CH2:29]2)[C:11]([NH:13][CH:14]([C:21]2[CH:22]=[N:23][CH:24]=[CH:25][CH:26]=2)[CH2:15][C:16]([OH:18])=[O:17])=[O:12])[C:6](=[O:31])[N:5]1[CH2:32][C:33]1[CH:38]=[CH:37][C:36]([NH:39][C:40]([NH:42][C:43]2[CH:48]=[CH:47][CH:46]=[CH:45][C:44]=2[CH3:49])=[O:41])=[C:35]([O:50][CH3:51])[CH:34]=1, predict the reactants needed to synthesize it. The reactants are: [OH-].[Li+].[CH3:3][C:4]1([CH3:52])[C:8](=[O:9])[N:7]([C@@H:10]([CH2:27][CH:28]2[CH2:30][CH2:29]2)[C:11]([NH:13][CH:14]([C:21]2[CH:22]=[N:23][CH:24]=[CH:25][CH:26]=2)[CH2:15][C:16]([O:18]CC)=[O:17])=[O:12])[C:6](=[O:31])[N:5]1[CH2:32][C:33]1[CH:38]=[CH:37][C:36]([NH:39][C:40]([NH:42][C:43]2[CH:48]=[CH:47][CH:46]=[CH:45][C:44]=2[CH3:49])=[O:41])=[C:35]([O:50][CH3:51])[CH:34]=1.[ClH:53]. (4) Given the product [CH3:15][S:16]([NH:19][C:20]1[CH:28]=[CH:27][C:23]([C:24]([NH:26][C:29]([N:10]2[CH2:9][CH2:8][CH:7]([CH2:6][C:5]3[CH:4]=[CH:3][C:2]([F:1])=[CH:14][CH:13]=3)[CH2:12][CH2:11]2)=[O:31])=[O:25])=[CH:22][CH:21]=1)(=[O:18])=[O:17], predict the reactants needed to synthesize it. The reactants are: [F:1][C:2]1[CH:14]=[CH:13][C:5]([CH2:6][CH:7]2[CH2:12][CH2:11][NH:10][CH2:9][CH2:8]2)=[CH:4][CH:3]=1.[CH3:15][S:16]([NH:19][C:20]1[CH:28]=[CH:27][C:23]([C:24]([NH2:26])=[O:25])=[CH:22][CH:21]=1)(=[O:18])=[O:17].[CH2:29]([OH:31])C. (5) Given the product [F:14][C:13]([F:16])([F:15])[C:10]([CH2:12][NH:37][C:32]1[CH:33]=[CH:34][CH:35]=[C:36]2[C:31]=1[CH:30]=[N:29][N:28]2[C:25]1[CH:26]=[CH:27][C:22]([F:21])=[CH:23][CH:24]=1)([OH:11])[CH2:9][C:8]([C:6]1[CH:7]=[C:2]([F:1])[CH:3]=[CH:4][C:5]=1[O:19][CH3:20])([CH3:18])[CH3:17], predict the reactants needed to synthesize it. The reactants are: [F:1][C:2]1[CH:3]=[CH:4][C:5]([O:19][CH3:20])=[C:6]([C:8]([CH3:18])([CH3:17])[CH2:9][C:10]2([C:13]([F:16])([F:15])[F:14])[CH2:12][O:11]2)[CH:7]=1.[F:21][C:22]1[CH:27]=[CH:26][C:25]([N:28]2[C:36]3[CH:35]=[CH:34][CH:33]=[C:32]([NH2:37])[C:31]=3[CH:30]=[N:29]2)=[CH:24][CH:23]=1. (6) Given the product [OH:38][CH2:35][CH2:42][NH:43][CH2:2][CH2:3][CH2:4][CH2:5][O:6][C:7]1[CH:16]=[C:15]2[C:10]([C:11]([O:17][C:18]3[CH:23]=[CH:22][C:21]([CH3:24])=[CH:20][C:19]=3[C:25]([C:27]3[CH:32]=[CH:31][CH:30]=[CH:29][CH:28]=3)=[O:26])=[CH:12][CH:13]=[N:14]2)=[CH:9][C:8]=1[O:33][CH3:34], predict the reactants needed to synthesize it. The reactants are: Cl[CH2:2][CH2:3][CH2:4][CH2:5][O:6][C:7]1[CH:16]=[C:15]2[C:10]([C:11]([O:17][C:18]3[CH:23]=[CH:22][C:21]([CH3:24])=[CH:20][C:19]=3[C:25]([C:27]3[CH:32]=[CH:31][CH:30]=[CH:29][CH:28]=3)=[O:26])=[CH:12][CH:13]=[N:14]2)=[CH:9][C:8]=1[O:33][CH3:34].[C:35](=[O:38])([O-])[O-].[K+].[K+].O.[CH3:42][N:43](C)C=O.